From a dataset of Full USPTO retrosynthesis dataset with 1.9M reactions from patents (1976-2016). Predict the reactants needed to synthesize the given product. (1) Given the product [Cl:18][C:19]1[CH:20]=[CH:21][C:22]([C:25]2[CH:26]=[CH:27][C:28]([C:31]#[C:32][C:2]3[CH:3]=[C:4]4[N:10]=[CH:9][N:8]([CH2:11][CH2:12][N:13]5[CH2:17][CH2:16][CH2:15][CH2:14]5)[C:5]4=[N:6][CH:7]=3)=[N:29][CH:30]=2)=[CH:23][CH:24]=1, predict the reactants needed to synthesize it. The reactants are: I[C:2]1[CH:3]=[C:4]2[N:10]=[CH:9][N:8]([CH2:11][CH2:12][N:13]3[CH2:17][CH2:16][CH2:15][CH2:14]3)[C:5]2=[N:6][CH:7]=1.[Cl:18][C:19]1[CH:24]=[CH:23][C:22]([C:25]2[CH:26]=[CH:27][C:28]([C:31]#[CH:32])=[N:29][CH:30]=2)=[CH:21][CH:20]=1. (2) Given the product [O:15]=[C:6]1[C:7]2[C:12](=[CH:11][CH:10]=[CH:9][CH:8]=2)[C:13](=[O:14])[N:5]1[CH2:1][CH2:2][CH2:3][CH2:4][C:32]1[CH:33]=[CH:34][C:35]([CH2:38][CH2:39][CH2:40][N:41]2[C:42](=[O:51])[C:43]3[C:48](=[CH:47][CH:46]=[CH:45][CH:44]=3)[C:49]2=[O:50])=[N:36][CH:37]=1, predict the reactants needed to synthesize it. The reactants are: [CH2:1]([N:5]1[C:13](=[O:14])[C:12]2[C:7](=[CH:8][CH:9]=[CH:10][CH:11]=2)[C:6]1=[O:15])[CH2:2][CH:3]=[CH2:4].B1C2CCCC1CCC2.C([O-])([O-])=O.[K+].[K+].Br[C:32]1[CH:33]=[CH:34][C:35]([CH2:38][CH2:39][CH2:40][N:41]2[C:49](=[O:50])[C:48]3[C:43](=[CH:44][CH:45]=[CH:46][CH:47]=3)[C:42]2=[O:51])=[N:36][CH:37]=1.